Dataset: NCI-60 drug combinations with 297,098 pairs across 59 cell lines. Task: Regression. Given two drug SMILES strings and cell line genomic features, predict the synergy score measuring deviation from expected non-interaction effect. (1) Drug 1: C1=CC(=CC=C1CCC2=CNC3=C2C(=O)NC(=N3)N)C(=O)NC(CCC(=O)O)C(=O)O. Drug 2: CCN(CC)CCCC(C)NC1=C2C=C(C=CC2=NC3=C1C=CC(=C3)Cl)OC. Cell line: HS 578T. Synergy scores: CSS=27.0, Synergy_ZIP=-4.96, Synergy_Bliss=0.532, Synergy_Loewe=1.96, Synergy_HSA=2.44. (2) Drug 1: CS(=O)(=O)C1=CC(=C(C=C1)C(=O)NC2=CC(=C(C=C2)Cl)C3=CC=CC=N3)Cl. Drug 2: COC1=C2C(=CC3=C1OC=C3)C=CC(=O)O2. Cell line: NCI-H322M. Synergy scores: CSS=4.24, Synergy_ZIP=-0.424, Synergy_Bliss=2.26, Synergy_Loewe=1.25, Synergy_HSA=1.07. (3) Drug 1: C1=NC2=C(N1)C(=S)N=C(N2)N. Drug 2: C1=CC(=CC=C1C#N)C(C2=CC=C(C=C2)C#N)N3C=NC=N3. Cell line: SK-MEL-28. Synergy scores: CSS=-1.89, Synergy_ZIP=-3.11, Synergy_Bliss=0.227, Synergy_Loewe=-5.48, Synergy_HSA=-2.25. (4) Synergy scores: CSS=16.9, Synergy_ZIP=-0.682, Synergy_Bliss=7.00, Synergy_Loewe=7.16, Synergy_HSA=7.27. Drug 2: C1=CC=C(C(=C1)C(C2=CC=C(C=C2)Cl)C(Cl)Cl)Cl. Cell line: NCI-H522. Drug 1: CC1=CC2C(CCC3(C2CCC3(C(=O)C)OC(=O)C)C)C4(C1=CC(=O)CC4)C. (5) Drug 1: CC1C(C(CC(O1)OC2CC(CC3=C2C(=C4C(=C3O)C(=O)C5=C(C4=O)C(=CC=C5)OC)O)(C(=O)CO)O)N)O.Cl. Drug 2: C1CN(CCN1C(=O)CCBr)C(=O)CCBr. Cell line: UO-31. Synergy scores: CSS=18.5, Synergy_ZIP=-4.63, Synergy_Bliss=-0.0782, Synergy_Loewe=1.04, Synergy_HSA=1.14.